This data is from NCI-60 drug combinations with 297,098 pairs across 59 cell lines. The task is: Regression. Given two drug SMILES strings and cell line genomic features, predict the synergy score measuring deviation from expected non-interaction effect. Drug 1: CCC1=C2CN3C(=CC4=C(C3=O)COC(=O)C4(CC)O)C2=NC5=C1C=C(C=C5)O. Drug 2: C1=NNC2=C1C(=O)NC=N2. Cell line: HCT116. Synergy scores: CSS=35.2, Synergy_ZIP=-3.85, Synergy_Bliss=-4.31, Synergy_Loewe=-40.6, Synergy_HSA=-3.60.